Dataset: Full USPTO retrosynthesis dataset with 1.9M reactions from patents (1976-2016). Task: Predict the reactants needed to synthesize the given product. (1) Given the product [C:1]([O:5][C:6]([N:8]1[CH2:11][C:10]([CH3:34])([CH:12]([C:14]2[CH:15]=[C:16]3[C:25](=[CH:26][C:27]=2[C:28]([F:30])([F:29])[F:31])[O:24][CH2:23][C:22]2[N:17]3[C@H:18]([CH3:33])[C:19](=[O:32])[NH:20][N:21]=2)[CH3:13])[CH2:9]1)=[O:7])([CH3:2])([CH3:3])[CH3:4], predict the reactants needed to synthesize it. The reactants are: [C:1]([O:5][C:6]([N:8]1[CH2:11][C:10]([CH3:34])([C:12]([C:14]2[CH:15]=[C:16]3[C:25](=[CH:26][C:27]=2[C:28]([F:31])([F:30])[F:29])[O:24][CH2:23][C:22]2[N:17]3[C@H:18]([CH3:33])[C:19](=[O:32])[NH:20][N:21]=2)=[CH2:13])[CH2:9]1)=[O:7])([CH3:4])([CH3:3])[CH3:2]. (2) Given the product [ClH:23].[CH3:19][C:20]1[CH:27]=[CH:26][C:25]([CH3:28])=[CH:24][C:21]=1[CH2:22][S:18][C:9]1[NH:8][C@H:7]([C:1]2[CH:2]=[CH:3][CH:4]=[CH:5][CH:6]=2)[C@H:11]([C:12]2[CH:13]=[CH:14][CH:15]=[CH:16][CH:17]=2)[N:10]=1, predict the reactants needed to synthesize it. The reactants are: [C:1]1([C@H:7]2[C@@H:11]([C:12]3[CH:17]=[CH:16][CH:15]=[CH:14][CH:13]=3)[NH:10][C:9](=[S:18])[NH:8]2)[CH:6]=[CH:5][CH:4]=[CH:3][CH:2]=1.[CH3:19][C:20]1[CH:27]=[CH:26][C:25]([CH3:28])=[CH:24][C:21]=1[CH2:22][Cl:23].